The task is: Predict the reaction yield, written as a fraction of the theoretical maximum amount of product (1.0 means a 100% yield; for example, 0.34 means a 34% yield).. This data is from Reaction yield outcomes from USPTO patents with 853,638 reactions. (1) The reactants are [CH3:1][C:2]1[N:7]=[C:6]2[S:8][C:9]3[CH2:14][CH2:13][CH2:12][CH2:11][C:10]=3[C:5]2=[C:4]([C:15]2[CH:16]=[N:17][CH:18]=[CH:19][CH:20]=2)[C:3]=1[CH2:21][C:22]([O:24][CH3:25])=[O:23].[Li+].C[Si]([N-][Si](C)(C)C)(C)C.[CH2:36]1[CH2:40]OC[CH2:37]1.ICCC. The catalyst is CN(C=O)C. The product is [CH3:1][C:2]1[N:7]=[C:6]2[S:8][C:9]3[CH2:14][CH2:13][CH2:12][CH2:11][C:10]=3[C:5]2=[C:4]([C:15]2[CH:16]=[N:17][CH:18]=[CH:19][CH:20]=2)[C:3]=1[CH:21]([CH2:37][CH2:36][CH3:40])[C:22]([O:24][CH3:25])=[O:23]. The yield is 0.770. (2) The reactants are [C:1]1([C@@H:7]2[C:9]3([CH2:13][CH2:12][CH2:11][CH2:10]3)[C@H:8]2[C:14](O)=[O:15])[CH:6]=[CH:5][CH:4]=[CH:3][CH:2]=1.[CH3:17][O:18][C:19]1[C:24]([NH2:25])=[CH:23][CH:22]=[C:21]([O:26][CH3:27])[N:20]=1. No catalyst specified. The product is [CH3:17][O:18][C:19]1[C:24]([NH:25][C:14]([C@@H:8]2[C:9]3([CH2:13][CH2:12][CH2:11][CH2:10]3)[C@H:7]2[C:1]2[CH:6]=[CH:5][CH:4]=[CH:3][CH:2]=2)=[O:15])=[CH:23][CH:22]=[C:21]([O:26][CH3:27])[N:20]=1. The yield is 0.520.